Dataset: Peptide-MHC class II binding affinity with 134,281 pairs from IEDB. Task: Regression. Given a peptide amino acid sequence and an MHC pseudo amino acid sequence, predict their binding affinity value. This is MHC class II binding data. (1) The peptide sequence is ARGYISTRVGMGEAA. The MHC is DRB1_0404 with pseudo-sequence DRB1_0404. The binding affinity (normalized) is 0.552. (2) The peptide sequence is QARQFDQQVWEKYGH. The MHC is DRB1_0101 with pseudo-sequence DRB1_0101. The binding affinity (normalized) is 0.